This data is from Forward reaction prediction with 1.9M reactions from USPTO patents (1976-2016). The task is: Predict the product of the given reaction. (1) Given the reactants [C:1](Cl)(=[O:8])[C:2]1[CH:7]=[CH:6][CH:5]=[CH:4][CH:3]=1.[CH:10]1[C:23]2[C:24]3=[C:25]4[C:20](=[CH:21][CH:22]=2)[CH:19]=[CH:18][CH:17]=[C:16]4[CH:15]=[CH:14][C:13]3=[CH:12][CH:11]=1.Cl[CH2:27][CH2:28]Cl.[Cl-].[Al+3].[Cl-].[Cl-].[CH3:34][OH:35], predict the reaction product. The product is: [C:1]([C:18]1[CH:17]=[C:16]2[C:25]3=[C:24]4[C:13](=[CH:12][C:11]([C:34](=[O:35])[C:28]5[CH:27]=[CH:4][CH:3]=[CH:2][CH:1]=5)=[CH:10][C:23]4=[CH:22][CH:21]=[C:20]3[CH:19]=1)[CH:14]=[CH:15]2)(=[O:8])[C:2]1[CH:7]=[CH:6][CH:5]=[CH:4][CH:3]=1. (2) Given the reactants [OH:1][C:2]1[CH:10]=[C:9]([OH:11])[CH:8]=[CH:7][C:3]=1[C:4]([OH:6])=[O:5].[CH3:12][C:13]([CH3:15])=O.S(Cl)(Cl)=O, predict the reaction product. The product is: [OH:11][C:9]1[CH:8]=[CH:7][C:3]2[C:4](=[O:6])[O:5][C:13]([CH3:15])([CH3:12])[O:1][C:2]=2[CH:10]=1. (3) The product is: [CH3:27][C:24]1[N:23]=[CH:22][C:21]([NH:20][C:2]2[N:7]=[N:6][C:5]([C:8]3[N:12]([CH2:13][CH2:14][CH3:15])[C:11]4[CH:16]=[CH:17][CH:18]=[CH:19][C:10]=4[N:9]=3)=[CH:4][CH:3]=2)=[CH:26][CH:25]=1. Given the reactants Cl[C:2]1[N:7]=[N:6][C:5]([C:8]2[N:12]([CH2:13][CH2:14][CH3:15])[C:11]3[CH:16]=[CH:17][CH:18]=[CH:19][C:10]=3[N:9]=2)=[CH:4][CH:3]=1.[NH2:20][C:21]1[CH:22]=[N:23][C:24]([CH3:27])=[CH:25][CH:26]=1.C1C=CC(P(C2C(C3C(P(C4C=CC=CC=4)C4C=CC=CC=4)=CC=C4C=3C=CC=C4)=C3C(C=CC=C3)=CC=2)C2C=CC=CC=2)=CC=1.C([O-])([O-])=O.[K+].[K+], predict the reaction product. (4) Given the reactants C([O:3][C:4](=[O:27])[CH2:5][C:6]1[N:7]=[C:8]([NH:11][C:12](=[O:26])[C:13]([O:17][C:18]2[CH:23]=[CH:22][C:21]([F:24])=[CH:20][C:19]=2[F:25])([CH3:16])[CH2:14][CH3:15])[S:9][CH:10]=1)C.[OH-].[Na+], predict the reaction product. The product is: [F:25][C:19]1[CH:20]=[C:21]([F:24])[CH:22]=[CH:23][C:18]=1[O:17][C:13]([CH3:16])([CH2:14][CH3:15])[C:12]([NH:11][C:8]1[S:9][CH:10]=[C:6]([CH2:5][C:4]([OH:27])=[O:3])[N:7]=1)=[O:26]. (5) Given the reactants [F:1][C:2]([F:16])([F:15])[CH2:3][S:4][C:5]1[N:10]=[CH:9][C:8]([C:11]([O:13]C)=[O:12])=[CH:7][CH:6]=1.[OH-].[Na+], predict the reaction product. The product is: [F:16][C:2]([F:1])([F:15])[CH2:3][S:4][C:5]1[N:10]=[CH:9][C:8]([C:11]([OH:13])=[O:12])=[CH:7][CH:6]=1. (6) Given the reactants C(OC(=O)[NH:7][CH2:8][C:9]([C:12]1[NH:13][C:14]([C:29]2[CH:34]=[CH:33][N:32]=[CH:31][CH:30]=2)=[C:15]([C:17]2[CH:18]=[C:19]3[C:23](=[CH:24][CH:25]=2)[C:22](=NOC)[CH2:21][CH2:20]3)[N:16]=1)([CH3:11])[CH3:10])(C)(C)C.Cl.[O:37]1CCOCC1, predict the reaction product. The product is: [NH2:7][CH2:8][C:9]([C:12]1[NH:13][C:14]([C:29]2[CH:34]=[CH:33][N:32]=[CH:31][CH:30]=2)=[C:15]([C:17]2[CH:18]=[C:22]3[C:23](=[CH:24][CH:25]=2)[C:19](=[O:37])[CH2:20][CH2:21]3)[N:16]=1)([CH3:11])[CH3:10].